Predict the product of the given reaction. From a dataset of Forward reaction prediction with 1.9M reactions from USPTO patents (1976-2016). Given the reactants N.C([O:5][C:6]1[CH:33]=[CH:32][C:9]2[N:10]=[C:11]([N:13]3[CH2:18][CH2:17][CH2:16][CH2:15][C@H:14]3[C:19]([NH:21][CH2:22][CH2:23][N:24]3[C@H:29]([CH3:30])[CH2:28][CH2:27][CH2:26][C@@H:25]3[CH3:31])=[O:20])[O:12][C:8]=2[CH:7]=1)(=O)C, predict the reaction product. The product is: [NH3:10].[CH3:30][C@H:29]1[CH2:28][CH2:27][CH2:26][C@@H:25]([CH3:31])[N:24]1[CH2:23][CH2:22][NH:21][C:19]([C@@H:14]1[CH2:15][CH2:16][CH2:17][CH2:18][N:13]1[C:11]1[O:12][C:8]2[CH:7]=[C:6]([OH:5])[CH:33]=[CH:32][C:9]=2[N:10]=1)=[O:20].